This data is from Full USPTO retrosynthesis dataset with 1.9M reactions from patents (1976-2016). The task is: Predict the reactants needed to synthesize the given product. (1) Given the product [Cl:32][C:29]1[CH:28]=[CH:27][C:26]([C:22]2([CH2:33][C:34]#[N:35])[C:21]3[N:18]=[C:16]([NH:15][C:5]4[CH:6]=[CH:7][C:8]([N:9]5[CH:13]=[C:12]([CH3:14])[N:11]=[CH:10]5)=[C:3]([CH:4]=4)[C:1]#[N:2])[S:17][C:20]=3[CH2:25][CH2:24][CH2:23]2)=[CH:31][CH:30]=1, predict the reactants needed to synthesize it. The reactants are: [C:1]([C:3]1[CH:4]=[C:5]([NH:15][C:16]([NH2:18])=[S:17])[CH:6]=[CH:7][C:8]=1[N:9]1[CH:13]=[C:12]([CH3:14])[N:11]=[CH:10]1)#[N:2].Br[CH:20]1[CH2:25][CH2:24][CH2:23][C:22]([CH2:33][C:34]#[N:35])([C:26]2[CH:31]=[CH:30][C:29]([Cl:32])=[CH:28][CH:27]=2)[C:21]1=O. (2) Given the product [C:3]([O:7][C:8]([NH:10][C@H:11]([CH2:15][C:16]1[CH:17]=[CH:18][C:19]([CH3:22])=[CH:20][CH:21]=1)[C:12]([O:14][C:3]([CH3:6])([CH3:5])[CH3:4])=[O:13])=[O:9])([CH3:6])([CH3:5])[CH3:4], predict the reactants needed to synthesize it. The reactants are: N#N.[C:3]([O:7][C:8]([NH:10][C@H:11]([CH2:15][C:16]1[CH:21]=[CH:20][C:19]([CH3:22])=[CH:18][CH:17]=1)[C:12]([OH:14])=[O:13])=[O:9])([CH3:6])([CH3:5])[CH3:4].O.